The task is: Predict the reactants needed to synthesize the given product.. This data is from Full USPTO retrosynthesis dataset with 1.9M reactions from patents (1976-2016). (1) Given the product [BrH:28].[NH2:11][C@@H:12]([CH2:17][C:18]([F:26])([F:27])[CH2:19][C:20]1[CH:25]=[CH:24][CH:23]=[CH:22][CH:21]=1)[C:13]([O:15][CH3:16])=[O:14], predict the reactants needed to synthesize it. The reactants are: C(OC([NH:11][C@@H:12]([CH2:17][C:18]([F:27])([F:26])[CH2:19][C:20]1[CH:25]=[CH:24][CH:23]=[CH:22][CH:21]=1)[C:13]([O:15][CH3:16])=[O:14])=O)C1C=CC=CC=1.[BrH:28]. (2) Given the product [C:11]1([NH:10][C:5]2[C:4]([NH2:1])=[CH:9][CH:8]=[CH:7][N:6]=2)[CH:16]=[CH:15][CH:14]=[CH:13][CH:12]=1, predict the reactants needed to synthesize it. The reactants are: [N+:1]([C:4]1[C:5]([NH:10][C:11]2[CH:16]=[CH:15][CH:14]=[CH:13][CH:12]=2)=[N:6][CH:7]=[CH:8][CH:9]=1)([O-])=O.